From a dataset of Full USPTO retrosynthesis dataset with 1.9M reactions from patents (1976-2016). Predict the reactants needed to synthesize the given product. (1) Given the product [C:17]([O:16][C:14]([N:21]1[CH2:26][CH2:25][CH2:24][CH:23]([C:27](=[O:29])[NH2:3])[CH2:22]1)=[O:15])([CH3:20])([CH3:19])[CH3:18], predict the reactants needed to synthesize it. The reactants are: C([N:3](CC)CC)C.ClC(OCC)=O.[C:14]([N:21]1[CH2:26][CH2:25][CH2:24][CH:23]([C:27]([OH:29])=O)[CH2:22]1)([O:16][C:17]([CH3:20])([CH3:19])[CH3:18])=[O:15]. (2) Given the product [F:24][C:25]1[CH:30]=[C:29]([F:31])[CH:28]=[CH:27][C:26]=1[C:2]1[CH:7]=[CH:6][C:5]([C:8]([CH:10]2[CH2:11][CH:12]3[N:17]([C:18]4[N:19]=[CH:20][CH:21]=[CH:22][N:23]=4)[CH:15]([CH2:14][CH2:13]3)[CH2:16]2)=[O:9])=[CH:4][CH:3]=1, predict the reactants needed to synthesize it. The reactants are: Br[C:2]1[CH:7]=[CH:6][C:5]([C:8]([CH:10]2[CH2:16][CH:15]3[N:17]([C:18]4[N:23]=[CH:22][CH:21]=[CH:20][N:19]=4)[CH:12]([CH2:13][CH2:14]3)[CH2:11]2)=[O:9])=[CH:4][CH:3]=1.[F:24][C:25]1[CH:30]=[C:29]([F:31])[CH:28]=[CH:27][C:26]=1B(O)O.ClCCl.[O-]P([O-])([O-])=O.[K+].[K+].[K+]. (3) Given the product [F:14][C:8]1[CH:9]=[C:10]([OH:13])[CH:11]=[C:12]2[C:7]=1[NH:6][C:4](=[O:5])[CH2:3][CH2:2]2, predict the reactants needed to synthesize it. The reactants are: Cl[CH2:2][CH2:3][C:4]([NH:6][C:7]1[CH:12]=[CH:11][C:10]([OH:13])=[CH:9][C:8]=1[F:14])=[O:5].[Al+3].[Cl-].[Cl-].[Cl-].Cl. (4) Given the product [Cl:3][CH2:16][C:13]1[NH:14][CH:15]=[C:11]([C:5]2[CH:10]=[CH:9][CH:8]=[CH:7][CH:6]=2)[N:12]=1, predict the reactants needed to synthesize it. The reactants are: S(Cl)([Cl:3])=O.[C:5]1([C:11]2[N:12]=[C:13]([CH2:16]O)[NH:14][CH:15]=2)[CH:10]=[CH:9][CH:8]=[CH:7][CH:6]=1. (5) The reactants are: [CH3:1][C:2]([CH3:8])([CH2:6][CH3:7])[C:3](O)=[O:4].[CH:9]1([CH2:12][CH2:13][NH:14][C:15]([C:17]2[N:18]=[N:19][C:20]([N:23]3[CH2:28][CH2:27][NH:26][CH2:25][CH2:24]3)=[CH:21][CH:22]=2)=[O:16])[CH2:11][CH2:10]1. Given the product [CH:9]1([CH2:12][CH2:13][NH:14][C:15]([C:17]2[N:18]=[N:19][C:20]([N:23]3[CH2:28][CH2:27][N:26]([C:3](=[O:4])[C:2]([CH3:8])([CH3:1])[CH2:6][CH3:7])[CH2:25][CH2:24]3)=[CH:21][CH:22]=2)=[O:16])[CH2:11][CH2:10]1, predict the reactants needed to synthesize it. (6) Given the product [CH:1]1([C:4]2[O:5][C:6]3[C:7](=[C:9]([C:20]#[N:21])[C:10]([CH3:19])=[C:11]([C:14]4[S:15][CH:16]=[CH:17][CH:18]=4)[C:12]=3[N:33]3[CH2:34][CH2:35][C@H:31]([N:30]([CH3:36])[CH3:29])[CH2:32]3)[N:8]=2)[CH2:3][CH2:2]1, predict the reactants needed to synthesize it. The reactants are: [CH:1]1([C:4]2[O:5][C:6]3[C:7](=[C:9]([C:20]#[N:21])[C:10]([CH3:19])=[C:11]([C:14]4[S:15][CH:16]=[CH:17][CH:18]=4)[C:12]=3F)[N:8]=2)[CH2:3][CH2:2]1.C(N(CC)CC)C.[CH3:29][N:30]([CH3:36])[C@H:31]1[CH2:35][CH2:34][NH:33][CH2:32]1.C(OCC)(=O)C. (7) Given the product [CH2:1]([N:3]1[C:4](=[O:31])[N:5]([CH3:30])/[C:6](=[CH:9]\[C:10]2[CH:15]=[CH:14][C:13]([O:16][CH2:17][C:18]3[CH:23]=[CH:22][CH:21]=[CH:20][C:19]=3[C:24]([F:26])([F:25])[F:27])=[C:12]([O:28][CH3:29])[CH:11]=2)/[C:7]/1=[N:8]\[CH3:32])[CH3:2], predict the reactants needed to synthesize it. The reactants are: [CH2:1]([N:3]1[C:7](=[NH:8])/[C:6](=[CH:9]/[C:10]2[CH:15]=[CH:14][C:13]([O:16][CH2:17][C:18]3[CH:23]=[CH:22][CH:21]=[CH:20][C:19]=3[C:24]([F:27])([F:26])[F:25])=[C:12]([O:28][CH3:29])[CH:11]=2)/[N:5]([CH3:30])[C:4]1=[O:31])[CH3:2].[C:32](=O)([O-])[O-].[K+].[K+].IC.O.